From a dataset of Reaction yield outcomes from USPTO patents with 853,638 reactions. Predict the reaction yield, written as a fraction of the theoretical maximum amount of product (1.0 means a 100% yield; for example, 0.34 means a 34% yield). (1) The product is [CH2:4]([C@H:3]1[C@H:10]2[CH2:11][C@H:12]([CH:8]=[CH:9]2)[C@H:2]1[CH:1]=[O:7])[CH2:5][CH3:6]. The catalyst is CCOC(C)=O. The reactants are [CH:1](=[O:7])/[CH:2]=[CH:3]/[CH2:4][CH2:5][CH3:6].[CH:8]1[CH2:12][CH:11]=[CH:10][CH:9]=1.Cl.C([C@@H]1NC(C)(C)N(C)C1=O)C1C=CC=CC=1. The yield is 0.920. (2) The reactants are [Cl:1][C:2]1[CH:7]=[CH:6][C:5]([CH2:8][CH2:9][NH:10][C:11](=[O:13])[CH3:12])=[CH:4][C:3]=1[CH:14]=O.CCN(CC)CC.[CH:23]1([NH2:26])[CH2:25][CH2:24]1.[BH4-].[Na+].C([O-])(O)=O.[Na+]. The catalyst is CO. The product is [Cl:1][C:2]1[CH:7]=[CH:6][C:5]([CH2:8][CH2:9][NH:10][C:11](=[O:13])[CH3:12])=[CH:4][C:3]=1[CH2:14][NH:26][CH:23]1[CH2:25][CH2:24]1. The yield is 0.590. (3) The reactants are [NH2:1][C:2]1[N:23]=[C:5]2[CH:6]=[CH:7][C:8]([C:10]3[CH:22]=[CH:21][C:13]([C:14]([NH:16][CH2:17][CH:18]4[CH2:20][CH2:19]4)=[O:15])=[CH:12][CH:11]=3)=[CH:9][N:4]2[N:3]=1.[CH2:24]([NH:26][C:27](=[O:41])[C:28]1[CH:33]=[CH:32][C:31](I)=[C:30]([O:35][CH2:36][C:37]([F:40])([F:39])[F:38])[CH:29]=1)[CH3:25].CC(C1C=C(C(C)C)C(C2C=CC=CC=2P(C2CCCCC2)C2CCCCC2)=C(C(C)C)C=1)C.CC(C)([O-])C.[Na+]. No catalyst specified. The product is [CH:18]1([CH2:17][NH:16][C:14]([C:13]2[CH:21]=[CH:22][C:10]([C:8]3[CH:7]=[CH:6][C:5]4[N:4]([N:3]=[C:2]([NH:1][C:31]5[CH:32]=[CH:33][C:28]([C:27]([NH:26][CH2:24][CH3:25])=[O:41])=[CH:29][C:30]=5[O:35][CH2:36][C:37]([F:38])([F:39])[F:40])[N:23]=4)[CH:9]=3)=[CH:11][CH:12]=2)=[O:15])[CH2:19][CH2:20]1. The yield is 0.210. (4) The product is [N:1]([C:11]1[CH:12]=[CH:13][C:6]([F:5])=[CH:7][C:8]=1[C:9]#[N:10])=[N+:2]=[N-:3]. The reactants are [N-:1]=[N+:2]=[N-:3].[Na+].[F:5][C:6]1[C:7](F)=[C:8]([CH:11]=[CH:12][CH:13]=1)[C:9]#[N:10]. The catalyst is CC(N(C)C)=O.O.CCOCC. The yield is 0.530. (5) The reactants are [C:1]([C:3]1[CH:4]=[C:5]2[C:9](=[CH:10][CH:11]=1)[N:8]([S:12]([C:15]1[CH:20]=[CH:19][C:18]([O:21][CH3:22])=[CH:17][C:16]=1[O:23][CH3:24])(=[O:14])=[O:13])[C:7](=[O:25])[C:6]2([NH:35][C:36](=[O:44])OC1C=CC=CC=1)[C:26]1[C:27]([O:32][CH2:33][CH3:34])=[N:28][CH:29]=[CH:30][CH:31]=1)#[N:2].[CH3:45][N:46]1[CH2:51][CH2:50][CH:49]([N:52]2[CH2:57][CH2:56][NH:55][CH2:54][CH2:53]2)[CH2:48][CH2:47]1.C1COCC1.C(O)(C(F)(F)F)=O. The catalyst is C(#N)C.O. The product is [C:1]([C:3]1[CH:4]=[C:5]2[C:9](=[CH:10][CH:11]=1)[N:8]([S:12]([C:15]1[CH:20]=[CH:19][C:18]([O:21][CH3:22])=[CH:17][C:16]=1[O:23][CH3:24])(=[O:13])=[O:14])[C:7](=[O:25])[C:6]2([NH:35][C:36]([N:55]1[CH2:54][CH2:53][N:52]([CH:49]2[CH2:50][CH2:51][N:46]([CH3:45])[CH2:47][CH2:48]2)[CH2:57][CH2:56]1)=[O:44])[C:26]1[C:27]([O:32][CH2:33][CH3:34])=[N:28][CH:29]=[CH:30][CH:31]=1)#[N:2]. The yield is 0.210.